This data is from Tyrosyl-DNA phosphodiesterase HTS with 341,365 compounds. The task is: Binary Classification. Given a drug SMILES string, predict its activity (active/inactive) in a high-throughput screening assay against a specified biological target. (1) The compound is Clc1c(OCC(O)CNCC2(N3CCCCC3)CCCCC2)ccc(Cl)c1. The result is 0 (inactive). (2) The molecule is s1nc(c(c1Nc1ccc([N+]([O-])=O)cc1)C#N)C. The result is 0 (inactive). (3) The result is 0 (inactive). The drug is S(c1nc2c(nc1Cc1ccccc1)cccc2)CC(=O)Nc1c(cc(cc1)C)C. (4) The drug is Clc1n(nc(c1/C=N\NC(=O)c1c(NS(=O)(=O)c2sccc2)cccc1)C)c1ccccc1. The result is 0 (inactive). (5) The molecule is s1c(C(N2CCOCC2)CNC(=O)c2cc(S(=O)(=O)N(CC)c3ccccc3)ccc2)ccc1. The result is 0 (inactive). (6) The drug is S(c1n(Cc2sccc2)c(=N)c2c(n1)cc(OC)c(OC)c2)Cc1ccc(F)cc1. The result is 0 (inactive).